Dataset: Forward reaction prediction with 1.9M reactions from USPTO patents (1976-2016). Task: Predict the product of the given reaction. (1) Given the reactants [CH3:1][O:2][C:3]1[CH:11]=[CH:10][C:9]([CH2:12][N:13]2[CH:17]=[CH:16][N:15]=[N:14]2)=[CH:8][C:4]=1[C:5](O)=[O:6].C(Cl)(=O)C([Cl:21])=O, predict the reaction product. The product is: [CH3:1][O:2][C:3]1[CH:11]=[CH:10][C:9]([CH2:12][N:13]2[CH:17]=[CH:16][N:15]=[N:14]2)=[CH:8][C:4]=1[C:5]([Cl:21])=[O:6]. (2) Given the reactants [C:1]([O:4][CH2:5][CH2:6][CH2:7][CH2:8][CH2:9][CH2:10][N:11]([CH2:18][CH:19]([CH2:24][CH3:25])[CH2:20][CH2:21][CH2:22][CH3:23])[C:12]1[CH:17]=[CH:16][CH:15]=[CH:14][CH:13]=1)(=[O:3])[CH3:2].C(OC(=O)C)(=O)C.[Na].[Na].[C:35]([C:37]1[C:41](=[C:42]([C:45]#[N:46])[C:43]#[N:44])[NH:40][C:39](=[O:47])[C:38]=1O)#[N:36].O=P(Cl)(Cl)Cl, predict the reaction product. The product is: [C:1]([O:4][CH2:5][CH2:6][CH2:7][CH2:8][CH2:9][CH2:10][N:11]([C:12]1[CH:13]=[CH:14][C:15]([C:38]2[C:39](=[O:47])[NH:40][C:41](=[C:42]([C:45]#[N:46])[C:43]#[N:44])[C:37]=2[C:35]#[N:36])=[CH:16][CH:17]=1)[CH2:18][CH:19]([CH2:24][CH3:25])[CH2:20][CH2:21][CH2:22][CH3:23])(=[O:3])[CH3:2].